Dataset: Forward reaction prediction with 1.9M reactions from USPTO patents (1976-2016). Task: Predict the product of the given reaction. (1) Given the reactants C([BH3-])#N.[Na+].O=[C:6]1[CH2:9][C:8]([CH2:32][C:33]#[N:34])([N:10]2[CH:14]=[C:13]([C:15]3[C:16]4[CH:23]=[CH:22][N:21]([CH2:24][O:25][CH2:26][CH2:27][Si:28]([CH3:31])([CH3:30])[CH3:29])[C:17]=4[N:18]=[CH:19][N:20]=3)[CH:12]=[N:11]2)[CH2:7]1.[Si:35]([O:52][CH2:53][C:54]1[CH:59]=[C:58]([C:60]([F:63])([F:62])[F:61])[N:57]=[C:56]([O:64][CH:65]2[CH2:70][CH2:69][NH:68][CH2:67][CH2:66]2)[CH:55]=1)([C:48]([CH3:51])([CH3:50])[CH3:49])([C:42]1[CH:47]=[CH:46][CH:45]=[CH:44][CH:43]=1)[C:36]1[CH:41]=[CH:40][CH:39]=[CH:38][CH:37]=1, predict the reaction product. The product is: [Si:35]([O:52][CH2:53][C:54]1[CH:59]=[C:58]([C:60]([F:63])([F:62])[F:61])[N:57]=[C:56]([O:64][CH:65]2[CH2:66][CH2:67][N:68]([CH:6]3[CH2:7][C:8]([CH2:32][C:33]#[N:34])([N:10]4[CH:14]=[C:13]([C:15]5[C:16]6[CH:23]=[CH:22][N:21]([CH2:24][O:25][CH2:26][CH2:27][Si:28]([CH3:30])([CH3:29])[CH3:31])[C:17]=6[N:18]=[CH:19][N:20]=5)[CH:12]=[N:11]4)[CH2:9]3)[CH2:69][CH2:70]2)[CH:55]=1)([C:48]([CH3:50])([CH3:49])[CH3:51])([C:36]1[CH:41]=[CH:40][CH:39]=[CH:38][CH:37]=1)[C:42]1[CH:47]=[CH:46][CH:45]=[CH:44][CH:43]=1. (2) The product is: [Cl:1][C:2]1[C:11]([OH:12])=[CH:10][C:9]([OH:8])=[C:4]([C:5]2[C:6]([C:13]3[CH:14]=[C:15]([CH:22]=[CH:23][CH:24]=3)[O:16][CH2:17][CH2:18][CH2:19][C:20]#[N:21])=[CH:7][NH:28][N:27]=2)[CH:3]=1. Given the reactants [Cl:1][C:2]1[CH:3]=[C:4]2[C:9](=[CH:10][C:11]=1[OH:12])[O:8][CH:7]=[C:6]([C:13]1[CH:14]=[C:15]([CH:22]=[CH:23][CH:24]=1)[O:16][CH2:17][CH2:18][CH2:19][C:20]#[N:21])[C:5]2=O.O.[NH2:27][NH2:28], predict the reaction product.